This data is from hERG potassium channel inhibition data for cardiac toxicity prediction from Karim et al.. The task is: Regression/Classification. Given a drug SMILES string, predict its toxicity properties. Task type varies by dataset: regression for continuous values (e.g., LD50, hERG inhibition percentage) or binary classification for toxic/non-toxic outcomes (e.g., AMES mutagenicity, cardiotoxicity, hepatotoxicity). Dataset: herg_karim. The drug is CC1CNc2c(cccc2S(=O)(=O)N[C@@H](CCCNC(=N)N)C(=O)N2CC[C@@H](C)C[C@@H]2C(=O)O)C1. The result is 0 (non-blocker).